Dataset: Catalyst prediction with 721,799 reactions and 888 catalyst types from USPTO. Task: Predict which catalyst facilitates the given reaction. (1) Reactant: C([O:5][C:6]([CH:8]1[CH2:12][CH:11]([O:13][C:14]2[CH:19]=[C:18]([C:20]([CH3:23])([CH3:22])[CH3:21])[N:17]=[C:16]([O:24][CH3:25])[N:15]=2)[CH2:10][CH:9]1[C:26](=[O:38])[NH:27][C:28]1([C:33]([O:35][CH2:36][CH3:37])=[O:34])[CH2:30][CH:29]1[CH:31]=[CH2:32])=[O:7])(C)(C)C.C([SiH](CC)CC)C.C(O)(C(F)(F)F)=O. Product: [C:20]([C:18]1[N:17]=[C:16]([O:24][CH3:25])[N:15]=[C:14]([O:13][CH:11]2[CH2:12][CH:8]([C:6]([OH:7])=[O:5])[CH:9]([C:26](=[O:38])[NH:27][C:28]3([C:33]([O:35][CH2:36][CH3:37])=[O:34])[CH2:30][CH:29]3[CH:31]=[CH2:32])[CH2:10]2)[CH:19]=1)([CH3:21])([CH3:22])[CH3:23]. The catalyst class is: 2. (2) Reactant: Cl.Cl.[CH2:3]([C:5]1[N:9]([C:10]2[N:18]=[C:17]3[C:13]([N:14]=[C:15]([C:20]4([OH:26])[CH2:25][CH2:24][CH2:23][NH:22][CH2:21]4)[N:16]3[CH3:19])=[C:12]([N:27]3[CH2:32][CH2:31][O:30][CH2:29][CH2:28]3)[N:11]=2)[C:8]2[CH:33]=[CH:34][CH:35]=[CH:36][C:7]=2[N:6]=1)[CH3:4].[CH3:37][C:38]1([CH3:41])[CH2:40][O:39]1.CCN(C(C)C)C(C)C. Product: [CH2:3]([C:5]1[N:9]([C:10]2[N:18]=[C:17]3[C:13]([N:14]=[C:15]([C:20]4([OH:26])[CH2:25][CH2:24][CH2:23][N:22]([CH2:37][C:38]([OH:39])([CH3:41])[CH3:40])[CH2:21]4)[N:16]3[CH3:19])=[C:12]([N:27]3[CH2:28][CH2:29][O:30][CH2:31][CH2:32]3)[N:11]=2)[C:8]2[CH:33]=[CH:34][CH:35]=[CH:36][C:7]=2[N:6]=1)[CH3:4]. The catalyst class is: 23. (3) Reactant: C(N(CC)C(C)C)(C)C.[CH2:10]([N:12]1[C:24]2[CH2:23][CH2:22][CH:21]([CH:25]3[CH2:30][CH2:29][O:28][CH2:27][CH2:26]3)[CH2:20][C:19]=2[C:18]2[C:13]1=[CH:14][CH:15]=[C:16]([C:31]([N:33]([CH2:35][CH2:36][CH2:37][C:38]([OH:40])=O)[CH3:34])=[O:32])[CH:17]=2)[CH3:11].[CH2:41]([CH2:43][NH2:44])[OH:42].CN(C(ON1N=NC2C=CC=NC1=2)=[N+](C)C)C.F[P-](F)(F)(F)(F)F. Product: [CH2:10]([N:12]1[C:24]2[CH2:23][CH2:22][CH:21]([CH:25]3[CH2:30][CH2:29][O:28][CH2:27][CH2:26]3)[CH2:20][C:19]=2[C:18]2[C:13]1=[CH:14][CH:15]=[C:16]([C:31]([N:33]([CH2:35][CH2:36][CH2:37][C:38]([NH:44][CH2:43][CH2:41][OH:42])=[O:40])[CH3:34])=[O:32])[CH:17]=2)[CH3:11]. The catalyst class is: 3. (4) Reactant: I[C:2]1[N:7]=[CH:6][C:5]([CH2:8][N:9]2[CH:14]=[C:13]([C:15]3[CH:20]=[CH:19][C:18]([O:21][CH3:22])=[CH:17][CH:16]=3)[CH:12]=[CH:11][C:10]2=[O:23])=[CH:4][CH:3]=1.C(N(C(C)C)C(C)C)C.[CH3:33][Si:34]([C:37]#[CH:38])([CH3:36])[CH3:35]. The catalyst class is: 471. Product: [CH3:22][O:21][C:18]1[CH:19]=[CH:20][C:15]([C:13]2[CH:12]=[CH:11][C:10](=[O:23])[N:9]([CH2:8][C:5]3[CH:6]=[N:7][C:2]([C:38]#[C:37][Si:34]([CH3:36])([CH3:35])[CH3:33])=[CH:3][CH:4]=3)[CH:14]=2)=[CH:16][CH:17]=1.